Dataset: Full USPTO retrosynthesis dataset with 1.9M reactions from patents (1976-2016). Task: Predict the reactants needed to synthesize the given product. (1) Given the product [F:11][C:12]1[CH:42]=[CH:41][CH:40]=[C:39]([F:43])[C:13]=1[CH2:14][N:15]1[C:20]([CH3:21])=[C:19]([CH:22]=[O:23])[C:18](=[O:27])[C:17]([C:29]2[CH:34]=[CH:33][CH:32]=[C:31]([O:35][CH3:36])[C:30]=2[F:37])=[C:16]1[CH3:38], predict the reactants needed to synthesize it. The reactants are: [H-].C([Al+]CC(C)C)C(C)C.[F:11][C:12]1[CH:42]=[CH:41][CH:40]=[C:39]([F:43])[C:13]=1[CH2:14][N:15]1[C:20]([CH3:21])=[C:19]([C:22](OCC)=[O:23])[C:18](=[O:27])[C:17]([C:29]2[CH:34]=[CH:33][CH:32]=[C:31]([O:35][CH3:36])[C:30]=2[F:37])(Br)[CH:16]1[CH3:38].CC(C[AlH]CC(C)C)C.CO. (2) Given the product [CH3:35][O:34][C:14]1[CH:15]=[C:16]2[C:21](=[CH:22][C:13]=1[O:12][CH2:11][CH:8]1[CH2:9][CH2:10][N:5]([C:3](=[O:4])[CH2:2][N:36]3[CH2:40][CH2:39][CH2:38][CH2:37]3)[CH2:6][CH2:7]1)[N:20]=[CH:19][N:18]=[C:17]2[O:23][C:24]1[CH:25]=[C:26]2[C:30](=[CH:31][CH:32]=1)[NH:29][CH:28]=[C:27]2[CH3:33], predict the reactants needed to synthesize it. The reactants are: Cl[CH2:2][C:3]([N:5]1[CH2:10][CH2:9][CH:8]([CH2:11][O:12][C:13]2[CH:22]=[C:21]3[C:16]([C:17]([O:23][C:24]4[CH:25]=[C:26]5[C:30](=[CH:31][CH:32]=4)[NH:29][CH:28]=[C:27]5[CH3:33])=[N:18][CH:19]=[N:20]3)=[CH:15][C:14]=2[O:34][CH3:35])[CH2:7][CH2:6]1)=[O:4].[NH:36]1[CH2:40][CH2:39][CH2:38][CH2:37]1.[I-].[K+]. (3) The reactants are: Cl.[CH2:2]([O:4][C:5]([C@@:7]1([NH:12][C:13]([C@@H:15]2[CH2:19][C@@H:18]([OH:20])[CH2:17][NH:16]2)=[O:14])[CH2:9][C@H:8]1[CH:10]=[CH2:11])=[O:6])[CH3:3].[C:21]([O:25][C:26]([NH:28][C@@H:29]([CH2:33][O:34][CH2:35][CH2:36][CH2:37][CH:38]=[CH2:39])[C:30](O)=[O:31])=[O:27])([CH3:24])([CH3:23])[CH3:22].CN(C(ON1N=NC2C=CC=NC1=2)=[N+](C)C)C.F[P-](F)(F)(F)(F)F.CCN(C(C)C)C(C)C. Given the product [C:21]([O:25][C:26]([NH:28][C@@H:29]([CH2:33][O:34][CH2:35][CH2:36][CH2:37][CH:38]=[CH2:39])[C:30]([N:16]1[CH2:17][C@H:18]([OH:20])[CH2:19][C@H:15]1[C:13]([NH:12][C@:7]1([C:5]([O:4][CH2:2][CH3:3])=[O:6])[CH2:9][C@H:8]1[CH:10]=[CH2:11])=[O:14])=[O:31])=[O:27])([CH3:24])([CH3:23])[CH3:22], predict the reactants needed to synthesize it. (4) Given the product [NH2:8][C:9]1[N:10]=[CH:11][C:12]([C:15]2[N:23]=[C:22]3[C:18]([N:19]=[CH:20][N:21]3[CH2:24][CH2:25][C:26]([N:35]3[CH2:39][CH2:38][C@@H:37]([OH:40])[CH2:36]3)=[O:27])=[C:17]([N:29]3[CH2:34][CH2:33][O:32][CH2:31][CH2:30]3)[N:16]=2)=[CH:13][N:14]=1, predict the reactants needed to synthesize it. The reactants are: C(OC([NH:8][C:9]1[N:14]=[CH:13][C:12]([C:15]2[N:23]=[C:22]3[C:18]([N:19]=[CH:20][N:21]3[CH2:24][CH2:25][C:26](O)=[O:27])=[C:17]([N:29]3[CH2:34][CH2:33][O:32][CH2:31][CH2:30]3)[N:16]=2)=[CH:11][N:10]=1)=O)(C)(C)C.[NH:35]1[CH2:39][CH2:38][C@@H:37]([OH:40])[CH2:36]1. (5) Given the product [CH:40]([NH:35][CH2:2][CH2:3][O:4][C:5]1[C:10]([C:11]2[CH:12]=[CH:13][C:14]([S:17]([CH3:19])=[O:18])=[CH:15][CH:16]=2)=[CH:9][C:8]([C:20]2[NH:29][C:28](=[O:30])[C:27]3[C:22](=[CH:23][C:24]([O:33][CH3:34])=[CH:25][C:26]=3[O:31][CH3:32])[N:21]=2)=[CH:7][CH:6]=1)([CH3:39])[CH3:41], predict the reactants needed to synthesize it. The reactants are: O[CH2:2][CH2:3][O:4][C:5]1[C:10]([C:11]2[CH:16]=[CH:15][C:14]([S:17]([CH3:19])=[O:18])=[CH:13][CH:12]=2)=[CH:9][C:8]([C:20]2[NH:29][C:28](=[O:30])[C:27]3[C:22](=[CH:23][C:24]([O:33][CH3:34])=[CH:25][C:26]=3[O:31][CH3:32])[N:21]=2)=[CH:7][CH:6]=1.[N:35]1[CH:40]=[CH:39]C=CC=1.[CH3:41]S(Cl)(=O)=O. (6) The reactants are: [CH3:1][O:2][C:3]1[CH:8]=[CH:7][CH:6]=[CH:5][C:4]=1[OH:9].C1(C)C=CC=CC=1.[OH-].[Na+].[CH2:19]([CH:21]1[O:23][CH2:22]1)Cl. Given the product [CH3:1][O:2][C:3]1[CH:8]=[CH:7][CH:6]=[CH:5][C:4]=1[O:9][CH2:19][CH:21]1[O:23][CH2:22]1, predict the reactants needed to synthesize it. (7) Given the product [Br:1][C:2]1[CH:7]=[C:6]([NH2:8])[C:5]([NH2:9])=[C:4]([F:12])[CH:3]=1, predict the reactants needed to synthesize it. The reactants are: [Br:1][C:2]1[CH:3]=[C:4]([F:12])[C:5]([N+:9]([O-])=O)=[C:6]([NH2:8])[CH:7]=1.[NH4+].[Cl-].CC(C)=O.